Dataset: CYP2C19 inhibition data for predicting drug metabolism from PubChem BioAssay. Task: Regression/Classification. Given a drug SMILES string, predict its absorption, distribution, metabolism, or excretion properties. Task type varies by dataset: regression for continuous measurements (e.g., permeability, clearance, half-life) or binary classification for categorical outcomes (e.g., BBB penetration, CYP inhibition). Dataset: cyp2c19_veith. (1) The compound is CCS(=O)(=O)N1CCCC(C(=O)NCCCOC(C)C)C1. The result is 0 (non-inhibitor). (2) The drug is CCOc1ccc(NC(=O)C(C)Oc2ccccc2C(=O)Nc2ccc(C)c(Cl)c2)cc1. The result is 1 (inhibitor). (3) The drug is Cc1noc(C)c1-c1nc(N(C)Cc2ccco2)c2ccccc2n1. The result is 1 (inhibitor). (4) The molecule is COc1ccc(-c2nc3cnc(N4CCN(C)CC4)nc3n(Cc3cccc(OC)c3)c2=O)cc1. The result is 0 (non-inhibitor). (5) The drug is CCCN1C[C@H](CSC)C[C@H]2c3cccc4[nH]cc(c34)C[C@@H]21.CS(=O)(=O)O. The result is 0 (non-inhibitor). (6) The molecule is C[N+]1(CC(=O)Nc2ccc(F)cc2)CCN(C(=O)c2ccco2)CC1.[Cl-]. The result is 0 (non-inhibitor). (7) The molecule is CN1CCN(c2ncc3nc(-c4cc(F)cc(F)c4)c(=O)n(C4CC4)c3n2)CC1. The result is 0 (non-inhibitor). (8) The drug is O=C(OCC(=O)c1cccs1)c1cccc(C(=O)OCC(=O)c2cccs2)n1. The result is 1 (inhibitor). (9) The compound is CN1[C@H]2CC[C@@H]1CC(OC(=O)c1cc(Cl)cc(Cl)c1)C2. The result is 0 (non-inhibitor). (10) The molecule is CCCNC(=O)N1CCC(C(=O)c2ccc(F)cc2)CC1. The result is 1 (inhibitor).